From a dataset of Reaction yield outcomes from USPTO patents with 853,638 reactions. Predict the reaction yield, written as a fraction of the theoretical maximum amount of product (1.0 means a 100% yield; for example, 0.34 means a 34% yield). (1) The reactants are [NH:1]([C:8]1[C:13]([Br:14])=[CH:12][N:11]=[C:10]([NH:15][C:16]2[CH:21]=[CH:20][C:19](I)=[CH:18][CH:17]=2)[N:9]=1)[C:2]1[CH:7]=[CH:6][CH:5]=[CH:4][CH:3]=1.[CH3:23][N:24]([CH2:26][C:27]#[CH:28])[CH3:25]. The yield is 0.170. The catalyst is N1CCCC1.C(Cl)Cl. The product is [NH:1]([C:8]1[C:13]([Br:14])=[CH:12][N:11]=[C:10]([NH:15][C:16]2[CH:21]=[CH:20][C:19]([C:28]#[C:27][CH2:26][N:24]([CH3:25])[CH3:23])=[CH:18][CH:17]=2)[N:9]=1)[C:2]1[CH:7]=[CH:6][CH:5]=[CH:4][CH:3]=1. (2) The reactants are [OH:1][C:2]1[C:3]([NH2:8])=[N:4][CH:5]=[CH:6][CH:7]=1.[CH3:9][CH2:10][O:11][C:12](C)=[O:13].CCCCCC. The catalyst is C(Cl)Cl.CN(C1C=CN=CC=1)C. The product is [OH:1][C:2]1[C:3]([NH:8][C:12](=[O:13])[O:11][CH2:10][CH3:9])=[N:4][CH:5]=[CH:6][CH:7]=1. The yield is 0.640. (3) The reactants are [OH:1][C:2]1[C:11]2[C:6](=[CH:7][CH:8]=[CH:9][CH:10]=2)[C@@:5]([CH3:17])([CH2:12][CH2:13][CH:14]([CH3:16])[CH3:15])[C:4](=[O:18])[C:3]=1[C:19]1[NH:24][C:23]2[CH:25]=[CH:26][C:27]([NH:29]C(=O)OC(C)(C)C)=[CH:28][C:22]=2[S:21](=[O:38])(=[O:37])[N:20]=1.Cl.O1CCOCC1. The catalyst is ClCCl. The product is [NH2:29][C:27]1[CH:26]=[CH:25][C:23]2[NH:24][C:19]([C:3]3[C:4](=[O:18])[C@:5]([CH3:17])([CH2:12][CH2:13][CH:14]([CH3:16])[CH3:15])[C:6]4[C:11]([C:2]=3[OH:1])=[CH:10][CH:9]=[CH:8][CH:7]=4)=[N:20][S:21](=[O:38])(=[O:37])[C:22]=2[CH:28]=1. The yield is 0.934. (4) The reactants are [Cl:1][C:2]1[CH:10]=[CH:9][N:8]=[C:7]2[C:3]=1[CH:4]=[CH:5][NH:6]2.C(N(CC)CC)C.[C:18]1([S:24](Cl)(=[O:26])=[O:25])[CH:23]=[CH:22][CH:21]=[CH:20][CH:19]=1.C(OCC)C. The catalyst is ClCCl.CN(C)C1C=CN=CC=1. The product is [C:18]1([S:24]([N:6]2[C:7]3=[N:8][CH:9]=[CH:10][C:2]([Cl:1])=[C:3]3[CH:4]=[CH:5]2)(=[O:26])=[O:25])[CH:23]=[CH:22][CH:21]=[CH:20][CH:19]=1. The yield is 0.830. (5) The reactants are Br[C:2]1[O:6][C:5]([CH:7]=[O:8])=[CH:4][CH:3]=1.[Br-].[CH2:10]([Zn+])[C:11]1[CH:16]=[CH:15][CH:14]=[CH:13][CH:12]=1. The catalyst is C1COCC1.C1C=CC([P]([Pd]([P](C2C=CC=CC=2)(C2C=CC=CC=2)C2C=CC=CC=2)([P](C2C=CC=CC=2)(C2C=CC=CC=2)C2C=CC=CC=2)[P](C2C=CC=CC=2)(C2C=CC=CC=2)C2C=CC=CC=2)(C2C=CC=CC=2)C2C=CC=CC=2)=CC=1. The product is [CH2:10]([C:2]1[O:6][C:5]([CH:7]=[O:8])=[CH:4][CH:3]=1)[C:11]1[CH:16]=[CH:15][CH:14]=[CH:13][CH:12]=1. The yield is 0.520. (6) The catalyst is C(Cl)Cl.CO. The product is [CH:24](=[C:28]1[CH2:33][CH2:32][N:31]([CH2:2][CH2:3][CH2:4][N:5]2[C:10]3[CH:11]=[CH:12][CH:13]=[CH:14][C:9]=3[S:8][CH2:7][C:6]2=[O:15])[CH2:30][CH2:29]1)[CH2:25][CH2:26][CH3:27]. The reactants are Cl[CH2:2][CH2:3][CH2:4][N:5]1[C:10]2[CH:11]=[CH:12][CH:13]=[CH:14][C:9]=2[S:8][CH2:7][C:6]1=[O:15].C([O-])([O-])=O.[K+].[K+].[Na+].[I-].[CH:24](=[C:28]1[CH2:33][CH2:32][NH:31][CH2:30][CH2:29]1)[CH2:25][CH2:26][CH3:27]. The yield is 0.330. (7) The reactants are [F:1][C:2]1[CH:16]=[CH:15][C:14]([F:17])=[CH:13][C:3]=1[CH2:4]P(=O)(OCC)OCC.[Br:18][C:19]1[CH:20]=[N:21][CH:22]=[C:23]([CH:26]=1)[CH:24]=O.CC(C)([O-])C.[K+].CCCCCC. The catalyst is O1CCCC1.CCOCC. The product is [Br:18][C:19]1[CH:20]=[N:21][CH:22]=[C:23](/[CH:24]=[CH:4]/[C:3]2[CH:13]=[C:14]([F:17])[CH:15]=[CH:16][C:2]=2[F:1])[CH:26]=1. The yield is 0.721.